Dataset: NCI-60 drug combinations with 297,098 pairs across 59 cell lines. Task: Regression. Given two drug SMILES strings and cell line genomic features, predict the synergy score measuring deviation from expected non-interaction effect. (1) Drug 1: C1=C(C(=O)NC(=O)N1)F. Drug 2: CC1=C(C=C(C=C1)C(=O)NC2=CC(=CC(=C2)C(F)(F)F)N3C=C(N=C3)C)NC4=NC=CC(=N4)C5=CN=CC=C5. Cell line: M14. Synergy scores: CSS=39.0, Synergy_ZIP=4.62, Synergy_Bliss=1.56, Synergy_Loewe=0.221, Synergy_HSA=0.421. (2) Drug 1: C#CCC(CC1=CN=C2C(=N1)C(=NC(=N2)N)N)C3=CC=C(C=C3)C(=O)NC(CCC(=O)O)C(=O)O. Drug 2: COCCOC1=C(C=C2C(=C1)C(=NC=N2)NC3=CC=CC(=C3)C#C)OCCOC.Cl. Cell line: SF-295. Synergy scores: CSS=0.368, Synergy_ZIP=0.639, Synergy_Bliss=-0.189, Synergy_Loewe=-1.22, Synergy_HSA=-1.58. (3) Drug 1: CC(C1=C(C=CC(=C1Cl)F)Cl)OC2=C(N=CC(=C2)C3=CN(N=C3)C4CCNCC4)N. Drug 2: C1=CC(=C2C(=C1NCCNCCO)C(=O)C3=C(C=CC(=C3C2=O)O)O)NCCNCCO. Cell line: CAKI-1. Synergy scores: CSS=69.5, Synergy_ZIP=11.5, Synergy_Bliss=13.9, Synergy_Loewe=1.63, Synergy_HSA=18.6.